Dataset: Retrosynthesis with 50K atom-mapped reactions and 10 reaction types from USPTO. Task: Predict the reactants needed to synthesize the given product. (1) Given the product CC(O)c1cc(Br)ccc1NC(=O)CCl, predict the reactants needed to synthesize it. The reactants are: CC(O)c1cc(Br)ccc1N.O=C(Cl)CCl. (2) Given the product O=C(Nc1cc(-c2ccccc2)ccc1C(=O)O)c1cc(N2CCOCC2)ccc1O, predict the reactants needed to synthesize it. The reactants are: CC(C)(C)OC(=O)c1ccc(-c2ccccc2)cc1NC(=O)c1cc(N2CCOCC2)ccc1O.